Predict the reactants needed to synthesize the given product. From a dataset of Full USPTO retrosynthesis dataset with 1.9M reactions from patents (1976-2016). (1) Given the product [NH2:32][C:27]1[N:28]=[C:29]([CH3:31])[N:30]=[C:25]([C:24]2[N:19]3[N:20]=[CH:21][CH:22]=[CH:23][C:18]3=[N:17][C:16]=2[NH:7][C:4]2[CH:5]=[CH:6][C:1]([NH2:8])=[CH:2][CH:3]=2)[CH:26]=1, predict the reactants needed to synthesize it. The reactants are: [C:1]1([NH2:8])[CH:6]=[CH:5][C:4]([NH2:7])=[CH:3][CH:2]=1.C(=O)([O-])[O-].[Cs+].[Cs+].Cl[C:16]1[N:17]=[C:18]2[CH:23]=[CH:22][CH:21]=[N:20][N:19]2[C:24]=1[C:25]1[N:30]=[C:29]([CH3:31])[N:28]=[C:27]([NH2:32])[CH:26]=1.O. (2) The reactants are: [CH3:1][C:2](=[CH2:11])[CH2:3][CH:4]([C:8](=[O:10])[CH3:9])[C:5](=[O:7])[CH3:6].CCN(C(C)C)C(C)C.[F:21][C:22]([F:35])([F:34])[S:23](O[S:23]([C:22]([F:35])([F:34])[F:21])(=[O:25])=[O:24])(=[O:25])=[O:24]. Given the product [C:5]([C:4]([CH2:3][C:2]([CH3:1])=[CH2:11])=[C:8]([O:10][S:23]([C:22]([F:35])([F:34])[F:21])(=[O:25])=[O:24])[CH3:9])(=[O:7])[CH3:6], predict the reactants needed to synthesize it. (3) Given the product [Cl:8][C:7]1[CH:6]=[CH:5][C:4]([NH:9][C:10](=[O:22])[C:11]2[CH:16]=[CH:15][C:14]([C:17]([F:20])([F:19])[F:18])=[N:13][C:12]=2[CH3:21])=[CH:3][C:2]=1[NH:1][C:27](=[O:28])[C:26]1[CH:30]=[CH:31][CH:32]=[C:24]([Cl:23])[CH:25]=1, predict the reactants needed to synthesize it. The reactants are: [NH2:1][C:2]1[CH:3]=[C:4]([NH:9][C:10](=[O:22])[C:11]2[CH:16]=[CH:15][C:14]([C:17]([F:20])([F:19])[F:18])=[N:13][C:12]=2[CH3:21])[CH:5]=[CH:6][C:7]=1[Cl:8].[Cl:23][C:24]1[CH:25]=[C:26]([CH:30]=[CH:31][CH:32]=1)[C:27](Cl)=[O:28].